This data is from Reaction yield outcomes from USPTO patents with 853,638 reactions. The task is: Predict the reaction yield, written as a fraction of the theoretical maximum amount of product (1.0 means a 100% yield; for example, 0.34 means a 34% yield). (1) The reactants are C[O:2][C:3](=[O:33])[C:4]1[CH:9]=[C:8]([N+:10]([O-:12])=[O:11])[C:7]([O:13][CH3:14])=[CH:6][C:5]=1[NH:15][C:16]1[CH:21]=[CH:20][C:19]([CH2:22][CH2:23][CH2:24][C:25]2[CH:30]=[CH:29][C:28]([Cl:31])=[C:27]([Cl:32])[CH:26]=2)=[CH:18][CH:17]=1. The catalyst is C1COCC1.[OH-].[Na+]. The product is [Cl:32][C:27]1[CH:26]=[C:25]([CH2:24][CH2:23][CH2:22][C:19]2[CH:20]=[CH:21][C:16]([NH:15][C:5]3[CH:6]=[C:7]([O:13][CH3:14])[C:8]([N+:10]([O-:12])=[O:11])=[CH:9][C:4]=3[C:3]([OH:33])=[O:2])=[CH:17][CH:18]=2)[CH:30]=[CH:29][C:28]=1[Cl:31]. The yield is 0.700. (2) The reactants are [CH2:1]([O:3][C:4](=[O:37])[CH2:5][CH2:6][CH2:7][O:8][C:9]1[CH:14]=[CH:13][CH:12]=[C:11]([CH2:15][CH2:16][CH2:17][CH2:18][CH2:19][CH2:20][O:21][C:22]2[CH:27]=[C:26](Br)[CH:25]=[C:24](Br)[CH:23]=2)[C:10]=1[CH2:30][CH2:31][C:32]([O:34][CH2:35][CH3:36])=[O:33])[CH3:2].[F:38][C:39]1[CH:44]=[C:43](B(O)O)[CH:42]=[CH:41][N:40]=1. No catalyst specified. The product is [CH2:1]([O:3][C:4](=[O:37])[CH2:5][CH2:6][CH2:7][O:8][C:9]1[CH:14]=[CH:13][CH:12]=[C:11]([CH2:15][CH2:16][CH2:17][CH2:18][CH2:19][CH2:20][O:21][C:22]2[CH:27]=[C:26]([C:43]3[CH:42]=[CH:41][N:40]=[C:39]([F:38])[CH:44]=3)[CH:25]=[C:24]([C:43]3[CH:42]=[CH:41][N:40]=[C:39]([F:38])[CH:44]=3)[CH:23]=2)[C:10]=1[CH2:30][CH2:31][C:32]([O:34][CH2:35][CH3:36])=[O:33])[CH3:2]. The yield is 0.670. (3) The reactants are [BH4-].[Na+].[C:3]([C:6]1[CH:7]=[C:8]([C:23]([O:25][CH3:26])=[O:24])[CH:9]=[C:10]2[C:15]=1[O:14][C:13]([N:16]1[CH2:21][CH2:20][O:19][CH2:18][CH2:17]1)=[CH:12][C:11]2=[O:22])(=[O:5])[CH3:4]. The catalyst is CO.C(Cl)Cl. The product is [OH:5][CH:3]([C:6]1[CH:7]=[C:8]([C:23]([O:25][CH3:26])=[O:24])[CH:9]=[C:10]2[C:15]=1[O:14][C:13]([N:16]1[CH2:21][CH2:20][O:19][CH2:18][CH2:17]1)=[CH:12][C:11]2=[O:22])[CH3:4]. The yield is 0.760. (4) The reactants are [NH:1]1[C:9]2[C:4](=[CH:5][CH:6]=[CH:7][CH:8]=2)[C:3](/[CH:10]=[CH:11]/[C:12]2[CH:20]=[CH:19][C:15]([C:16]([OH:18])=O)=[CH:14][CH:13]=2)=[N:2]1.CN1CCOCC1.[ClH:28].C(N=C=NCCCN(C)C)C.O.ON1C2C=CC=CC=2N=N1.[CH:51]([NH:54][C:55](=[O:63])[CH2:56][N:57]1[CH2:62][CH2:61][NH:60][CH2:59][CH2:58]1)([CH3:53])[CH3:52]. No catalyst specified. The product is [ClH:28].[ClH:28].[NH:1]1[C:9]2[C:4](=[CH:5][CH:6]=[CH:7][CH:8]=2)[C:3](/[CH:10]=[CH:11]/[C:12]2[CH:13]=[CH:14][C:15]([C:16]([N:60]3[CH2:59][CH2:58][N:57]([CH2:56][C:55](=[O:63])[NH:54][CH:51]([CH3:52])[CH3:53])[CH2:62][CH2:61]3)=[O:18])=[CH:19][CH:20]=2)=[N:2]1. The yield is 0.260. (5) The reactants are [Cl:1][C:2]1[CH:10]=[C:9]2[C:5](/[C:6](=[CH:12]/[C:13]3[CH:18]=[CH:17][C:16]([Cl:19])=[CH:15][CH:14]=3)/[C:7](=[O:11])[NH:8]2)=[CH:4][CH:3]=1.Cl[C:21]([O:23][CH2:24][CH3:25])=[O:22].C(N(CC)CC)C. The catalyst is ClCCl. The product is [CH2:24]([O:23][C:21]([N:8]1[C:9]2[C:5](=[CH:4][CH:3]=[C:2]([Cl:1])[CH:10]=2)/[C:6](=[CH:12]/[C:13]2[CH:14]=[CH:15][C:16]([Cl:19])=[CH:17][CH:18]=2)/[C:7]1=[O:11])=[O:22])[CH3:25]. The yield is 0.730.